From a dataset of Forward reaction prediction with 1.9M reactions from USPTO patents (1976-2016). Predict the product of the given reaction. (1) Given the reactants [Br:1][C:2]1[CH:7]=[C:6]([F:8])[CH:5]=[CH:4][C:3]=1[S:9](Cl)(=[O:11])=[O:10].[NH2:13][C:14]1[C:25]([C:26]([O:28][CH3:29])=[O:27])=[C:18]2[N:19]=[C:20]3[CH2:24][CH2:23][CH2:22][N:21]3[C:17]2=[CH:16][CH:15]=1, predict the reaction product. The product is: [Br:1][C:2]1[CH:7]=[C:6]([F:8])[CH:5]=[CH:4][C:3]=1[S:9]([NH:13][C:14]1[C:25]([C:26]([O:28][CH3:29])=[O:27])=[C:18]2[N:19]=[C:20]3[CH2:24][CH2:23][CH2:22][N:21]3[C:17]2=[CH:16][CH:15]=1)(=[O:11])=[O:10]. (2) Given the reactants C([O:3][C:4]([C:6]1[N:11]=[C:10]([F:12])[C:9]([O:13][Si](C(C)C)(C(C)C)C(C)C)=[CH:8][CH:7]=1)=[CH2:5])C.[Br:24]N1C(=O)CCC1=O, predict the reaction product. The product is: [Br:24][CH2:3][C:4]([C:6]1[CH:7]=[CH:8][C:9]([OH:13])=[C:10]([F:12])[N:11]=1)=[O:5].